From a dataset of Peptide-MHC class II binding affinity with 134,281 pairs from IEDB. Regression. Given a peptide amino acid sequence and an MHC pseudo amino acid sequence, predict their binding affinity value. This is MHC class II binding data. (1) The MHC is HLA-DQA10501-DQB10301 with pseudo-sequence HLA-DQA10501-DQB10301. The binding affinity (normalized) is 0.575. The peptide sequence is DVKFPGGGQIVDGVY. (2) The peptide sequence is AAATAGTTVYGAFAI. The MHC is HLA-DPA10103-DPB10401 with pseudo-sequence HLA-DPA10103-DPB10401. The binding affinity (normalized) is 0.163. (3) The peptide sequence is APWLDLVRKLGVLAG. The MHC is DRB1_0802 with pseudo-sequence DRB1_0802. The binding affinity (normalized) is 0.799. (4) The peptide sequence is YHFDLSGIAFGSMAK. The MHC is HLA-DPA10103-DPB10401 with pseudo-sequence HLA-DPA10103-DPB10401. The binding affinity (normalized) is 0.429. (5) The peptide sequence is EYKSDYVYEPFPKEV. The MHC is HLA-DPA10103-DPB10401 with pseudo-sequence HLA-DPA10103-DPB10401. The binding affinity (normalized) is 0.616. (6) The peptide sequence is TAWDFSSAGGFFTSV. The MHC is HLA-DQA10501-DQB10302 with pseudo-sequence HLA-DQA10501-DQB10302. The binding affinity (normalized) is 0.529. (7) The peptide sequence is VVLGLATSPTAEGGK. The MHC is DRB1_1602 with pseudo-sequence DRB1_1602. The binding affinity (normalized) is 0.485. (8) The peptide sequence is NPMTVFWSKMAQSMT. The MHC is DRB1_1602 with pseudo-sequence DRB1_1602. The binding affinity (normalized) is 0.757.